This data is from Catalyst prediction with 721,799 reactions and 888 catalyst types from USPTO. The task is: Predict which catalyst facilitates the given reaction. (1) Reactant: C[OH:2].[CH2:3]([O:10][CH:11]1[CH2:16][CH2:15][CH:14]([O:17][CH2:18][C:19]([C:21]2[CH:26]=[CH:25][CH:24]=[CH:23][CH:22]=2)=C)[CH:13]([F:27])[CH2:12]1)[C:4]1[CH:9]=[CH:8][CH:7]=[CH:6][CH:5]=1.C1(P(C2C=CC=CC=2)C2C=CC=CC=2)C=CC=CC=1. Product: [CH2:3]([O:10][CH:11]1[CH2:16][CH2:15][CH:14]([O:17][CH2:18][C:19]([C:21]2[CH:26]=[CH:25][CH:24]=[CH:23][CH:22]=2)=[O:2])[CH:13]([F:27])[CH2:12]1)[C:4]1[CH:9]=[CH:8][CH:7]=[CH:6][CH:5]=1. The catalyst class is: 2. (2) Reactant: [Cl:1][C:2]1[N:10](CC=C)[C:9]2[C:8](=[O:14])[NH:7][C:6](=[O:15])[N:5]([CH2:16][CH2:17][CH2:18][CH2:19][CH3:20])[C:4]=2[N:3]=1.[C:21]1([CH2:27][C:28]2[N:32]=[C:31]([CH2:33][CH2:34][CH2:35][CH2:36][CH2:37]O)[O:30][N:29]=2)[CH:26]=[CH:25][CH:24]=[CH:23][CH:22]=1.C1(P(C2C=CC=CC=2)C2C=CC=CC=2)C=CC=CC=1.C1C=CC(COC(/N=N/C(OCC2C=CC=CC=2)=O)=O)=CC=1.N1CCOCC1. Product: [Cl:1][C:2]1[NH:10][C:9]2[C:8](=[O:14])[N:7]([CH2:37][CH2:36][CH2:35][CH2:34][CH2:33][C:31]3[O:30][N:29]=[C:28]([CH2:27][C:21]4[CH:22]=[CH:23][CH:24]=[CH:25][CH:26]=4)[N:32]=3)[C:6](=[O:15])[N:5]([CH2:16][CH2:17][CH2:18][CH2:19][CH3:20])[C:4]=2[N:3]=1. The catalyst class is: 176. (3) Reactant: [CH2:1]([O:3][C:4](=[O:34])[CH2:5][CH2:6][NH:7][C:8](=[O:33])[C:9]1[CH:14]=[C:13]([C:15]([N:17]2[CH2:21][CH2:20][S:19][C:18]2=[S:22])=[O:16])[C:12]([O:23][CH3:24])=[C:11]([C:25]([N:27]2CCS[C:28]2=S)=[O:26])[CH:10]=1)[CH3:2].CN.C(O)(C)C.CO. Product: [CH2:1]([O:3][C:4](=[O:34])[CH2:5][CH2:6][NH:7][C:8](=[O:33])[C:9]1[CH:14]=[C:13]([C:15]([N:17]2[CH2:21][CH2:20][S:19][C:18]2=[S:22])=[O:16])[C:12]([O:23][CH3:24])=[C:11]([C:25](=[O:26])[NH:27][CH3:28])[CH:10]=1)[CH3:2]. The catalyst class is: 4. (4) Reactant: [CH3:1][O:2][C:3]1[CH:17]=[CH:16][C:6]([CH2:7][O:8][C:9]2[C:14](=[O:15])[CH:13]=[CH:12][NH:11][CH:10]=2)=[CH:5][CH:4]=1.C(=O)([O-])[O-].[K+].[K+].F[C:25]1[C:30]([F:31])=[C:29]([I:32])[CH:28]=[CH:27][N:26]=1.CS(C)=O. Product: [F:31][C:30]1[C:25]([N:11]2[CH:12]=[CH:13][C:14](=[O:15])[C:9]([O:8][CH2:7][C:6]3[CH:5]=[CH:4][C:3]([O:2][CH3:1])=[CH:17][CH:16]=3)=[CH:10]2)=[N:26][CH:27]=[CH:28][C:29]=1[I:32]. The catalyst class is: 13. (5) Reactant: [CH2:1]([O:3][C:4](=[O:44])[CH2:5][C:6]1[N:7]=[C:8]([CH2:23][N:24]2[CH2:29][CH2:28][N:27]([S:30]([C:33]3[S:37][C:36]4[CH:38]=[C:39]([Cl:42])[CH:40]=[CH:41][C:35]=4[CH:34]=3)(=[O:32])=[O:31])[CH2:26][C:25]2=[O:43])[S:9][C:10]=1[CH2:11][NH:12]C(OCC1C=CC=CC=1)=O)[CH3:2].Br.CC(O)=O. Product: [CH2:1]([O:3][C:4](=[O:44])[CH2:5][C:6]1[N:7]=[C:8]([CH2:23][N:24]2[CH2:29][CH2:28][N:27]([S:30]([C:33]3[S:37][C:36]4[CH:38]=[C:39]([Cl:42])[CH:40]=[CH:41][C:35]=4[CH:34]=3)(=[O:32])=[O:31])[CH2:26][C:25]2=[O:43])[S:9][C:10]=1[CH2:11][NH2:12])[CH3:2]. The catalyst class is: 28.